Dataset: Forward reaction prediction with 1.9M reactions from USPTO patents (1976-2016). Task: Predict the product of the given reaction. (1) Given the reactants [Cl:1][C:2]1[CH:25]=[CH:24][C:5]([CH2:6][N:7]2[C:15]3[C:10](=[CH:11][C:12](/[CH:16]=[C:17]4/[C:18](=[O:23])[NH:19][C:20](=[O:22])[S:21]/4)=[CH:13][CH:14]=3)[CH:9]=[N:8]2)=[C:4]([C:26]([F:29])([F:28])[F:27])[CH:3]=1.Cl[CH2:31][C:32]1[N:36]=[CH:35][O:34][N:33]=1, predict the reaction product. The product is: [Cl:1][C:2]1[CH:25]=[CH:24][C:5]([CH2:6][N:7]2[C:15]3[C:10](=[CH:11][C:12](/[CH:16]=[C:17]4/[C:18](=[O:23])[N:19]([CH2:31][C:32]5[N:36]=[CH:35][O:34][N:33]=5)[C:20](=[O:22])[S:21]/4)=[CH:13][CH:14]=3)[CH:9]=[N:8]2)=[C:4]([C:26]([F:27])([F:29])[F:28])[CH:3]=1. (2) The product is: [CH3:33][O:32][C:27]1[CH:28]=[CH:29][CH:30]=[CH:31][C:26]=1[C:25]1[C:19]2[C:20](=[N:21][CH:22]=[C:17]([C:15]3[CH:14]=[C:8]([C:9]([N:11]([CH3:13])[CH3:12])=[O:10])[CH:7]=[C:6]([CH:16]=3)[C:5]([OH:42])=[O:4])[CH:18]=2)[N:23]([CH2:34][O:35][CH2:36][CH2:37][Si:38]([CH3:41])([CH3:39])[CH3:40])[N:24]=1. Given the reactants [OH-].[Li+].C[O:4][C:5](=[O:42])[C:6]1[CH:16]=[C:15]([C:17]2[CH:18]=[C:19]3[C:25]([C:26]4[CH:31]=[CH:30][CH:29]=[CH:28][C:27]=4[O:32][CH3:33])=[N:24][N:23]([CH2:34][O:35][CH2:36][CH2:37][Si:38]([CH3:41])([CH3:40])[CH3:39])[C:20]3=[N:21][CH:22]=2)[CH:14]=[C:8]([C:9]([N:11]([CH3:13])[CH3:12])=[O:10])[CH:7]=1.O, predict the reaction product. (3) The product is: [CH3:10][NH:11][CH:7]([C:1]1[CH:6]=[CH:5][CH:4]=[CH:3][CH:2]=1)[CH3:8]. Given the reactants [C:1]1([C:7](=O)[CH3:8])[CH:6]=[CH:5][CH:4]=[CH:3][CH:2]=1.[CH3:10][NH2:11].[BH4-].[Na+].O, predict the reaction product. (4) Given the reactants [CH2:1]([C@H:3]1[CH2:12][C@@H:11]([N:13]([C:17]2[CH:22]=[CH:21][CH:20]=[CH:19][CH:18]=2)[C:14](=[O:16])[CH3:15])[C:10]2[C:5](=[CH:6][CH:7]=[CH:8][CH:9]=2)[N:4]1[C:23]([C:25]1[S:29][C:28]([C:30]2[CH:35]=[N:34][CH:33]=[CH:32][N:31]=2)=[N:27][C:26]=1[CH3:36])=[O:24])C.O1C=CC=C1C(Cl)=O, predict the reaction product. The product is: [CH3:1][C@H:3]1[CH2:12][C@@H:11]([N:13]([C:17]2[CH:18]=[CH:19][CH:20]=[CH:21][CH:22]=2)[C:14](=[O:16])[CH3:15])[C:10]2[C:5](=[CH:6][CH:7]=[CH:8][CH:9]=2)[N:4]1[C:23]([C:25]1[S:29][C:28]([C:30]2[CH:35]=[N:34][CH:33]=[CH:32][N:31]=2)=[N:27][C:26]=1[CH3:36])=[O:24]. (5) Given the reactants Cl[C:2]1[N:7]=[C:6]([N:8]([CH3:19])[C:9]2[CH:18]=[CH:17][CH:16]=[CH:15][C:10]=2[C:11]([NH:13][CH3:14])=[O:12])[C:5]([Cl:20])=[CH:4][N:3]=1.[CH3:21][O:22][C:23]1[CH:29]=[CH:28][C:27]([N+:30]([O-:32])=[O:31])=[CH:26][C:24]=1[NH2:25].CC1C=CC(S(O)(=O)=O)=CC=1, predict the reaction product. The product is: [Cl:20][C:5]1[C:6]([N:8]([CH3:19])[C:9]2[CH:18]=[CH:17][CH:16]=[CH:15][C:10]=2[C:11]([NH:13][CH3:14])=[O:12])=[N:7][C:2]([NH:25][C:24]2[CH:26]=[C:27]([N+:30]([O-:32])=[O:31])[CH:28]=[CH:29][C:23]=2[O:22][CH3:21])=[N:3][CH:4]=1.